Dataset: Forward reaction prediction with 1.9M reactions from USPTO patents (1976-2016). Task: Predict the product of the given reaction. (1) Given the reactants C(OC([N:8]1[CH2:17][CH2:16][C:15]2[NH:14][N:13]=[C:12]([C:18]3[S:19][CH:20]=[CH:21][CH:22]=3)[C:11]=2[CH2:10][CH2:9]1)=O)(C)(C)C.S1C=CC=C1C(Cl)=O.[CH2:31](Cl)[C:32]1[CH:37]=[CH:36][CH:35]=[CH:34][CH:33]=1, predict the reaction product. The product is: [CH2:31]([N:14]1[C:15]2[CH2:16][CH2:17][NH:8][CH2:9][CH2:10][C:11]=2[C:12]([C:18]2[S:19][CH:20]=[CH:21][CH:22]=2)=[N:13]1)[C:32]1[CH:37]=[CH:36][CH:35]=[CH:34][CH:33]=1. (2) Given the reactants CS(Cl)(=O)=O.[OH:6][CH2:7]C1C=NC=CN=1.C(N(CC)C(C)C)(C)C.Cl[C:24]1[CH:25]=[C:26]([NH:38][C:39]2[C:48]3[C:43](=[CH:44][CH:45]=[CH:46][C:47]=3[O:49][C@@H:50](C)[CH2:51][N:52]([CH3:54])[CH3:53])[N:42]=[CH:41][N:40]=2)[CH:27]=[CH:28][C:29]=1[O:30][CH2:31][C:32]1[CH:37]=[N:36][CH:35]=[CH:34][N:33]=1.C(=O)([O-])[O-].[K+].[K+].C1OCCOCCOCCOCCOCCOC1, predict the reaction product. The product is: [CH3:54][N:52]([CH3:53])[CH2:51][CH2:50][O:49][C:47]1[CH:46]=[CH:45][CH:44]=[C:43]2[C:48]=1[C:39]([NH:38][C:26]1[CH:27]=[CH:28][C:29]([O:30][CH2:31][C:32]3[CH:37]=[N:36][CH:35]=[CH:34][N:33]=3)=[C:24]([O:6][CH3:7])[CH:25]=1)=[N:40][CH:41]=[N:42]2. (3) Given the reactants [CH2:1]([O:3][C:4]1[C:8]([CH2:9][CH2:10][CH2:11][OH:12])=[CH:7][N:6]([C:13]2[CH:18]=[C:17]([C:19]([F:22])([F:21])[F:20])[CH:16]=[CH:15][N:14]=2)[N:5]=1)[CH3:2].O[C:24]1[CH:29]=[CH:28][CH:27]=[CH:26][C:25]=1[CH2:30][C:31]([O:33]C)=[O:32].C(P(CCCC)CCCC)CCC.N(C(N1CCCCC1)=O)=NC(N1CCCCC1)=O, predict the reaction product. The product is: [CH2:1]([O:3][C:4]1[C:8]([CH2:9][CH2:10][CH2:11][O:12][C:24]2[CH:29]=[CH:28][CH:27]=[CH:26][C:25]=2[CH2:30][C:31]([OH:33])=[O:32])=[CH:7][N:6]([C:13]2[CH:18]=[C:17]([C:19]([F:21])([F:20])[F:22])[CH:16]=[CH:15][N:14]=2)[N:5]=1)[CH3:2]. (4) Given the reactants [C:1]([O:5][C:6](=[O:41])[NH:7][C@H:8]1[CH2:13][CH2:12][C@@H:11]([N:14]2[C:19](=[O:20])[C:18]3[CH:21]=[C:22]([F:25])[CH:23]=[N:24][C:17]=3[N:16]([C:26]3[CH:27]=[C:28]([C:32]4[CH:37]=[CH:36][C:35]([CH:38]=O)=[CH:34][CH:33]=4)[CH:29]=[CH:30][CH:31]=3)[C:15]2=[O:40])[CH2:10][CH2:9]1)([CH3:4])([CH3:3])[CH3:2].[N:42]1([CH:48]2[CH2:53][CH2:52][NH:51][CH2:50][CH2:49]2)[CH2:47][CH2:46][CH2:45][CH2:44][CH2:43]1, predict the reaction product. The product is: [N:42]1([CH:48]2[CH2:53][CH2:52][N:51]([CH2:38][C:35]3[CH:36]=[CH:37][C:32]([C:28]4[CH:29]=[CH:30][CH:31]=[C:26]([N:16]5[C:17]6[N:24]=[CH:23][C:22]([F:25])=[CH:21][C:18]=6[C:19](=[O:20])[N:14]([C@@H:11]6[CH2:12][CH2:13][C@H:8]([NH:7][C:6](=[O:41])[O:5][C:1]([CH3:3])([CH3:4])[CH3:2])[CH2:9][CH2:10]6)[C:15]5=[O:40])[CH:27]=4)=[CH:33][CH:34]=3)[CH2:50][CH2:49]2)[CH2:47][CH2:46][CH2:45][CH2:44][CH2:43]1.